This data is from Full USPTO retrosynthesis dataset with 1.9M reactions from patents (1976-2016). The task is: Predict the reactants needed to synthesize the given product. (1) Given the product [NH2:1][C:2]1[C:21]([Cl:22])=[CH:20][C:5]([C:6]([N:8]([CH2:10][CH2:11][OH:12])[CH3:9])=[O:7])=[C:4]([OH:23])[CH:3]=1, predict the reactants needed to synthesize it. The reactants are: [NH2:1][C:2]1[C:21]([Cl:22])=[CH:20][C:5]([C:6]([N:8]([CH2:10][CH2:11][O:12][Si](C(C)(C)C)(C)C)[CH3:9])=[O:7])=[C:4]([O:23]C)[CH:3]=1.B(Cl)(Cl)Cl.CO.N. (2) Given the product [NH2:4][CH:5]1[CH2:9][CH:8]([O:10][CH2:11][C:12]2[CH:13]=[CH:14][C:15]([O:18][CH3:19])=[CH:16][CH:17]=2)[CH2:7][CH:6]1[NH:20][C:21](=[O:27])[O:22][C:23]([CH3:25])([CH3:24])[CH3:26], predict the reactants needed to synthesize it. The reactants are: C([N:4](CC=C)[CH:5]1[CH2:9][CH:8]([O:10][CH2:11][C:12]2[CH:17]=[CH:16][C:15]([O:18][CH3:19])=[CH:14][CH:13]=2)[CH2:7][CH:6]1[NH:20][C:21](=[O:27])[O:22][C:23]([CH3:26])([CH3:25])[CH3:24])C=C.CN1C(=O)CC(=O)N(C)C1=O. (3) Given the product [Cl:22][C:20]1[CH:19]=[CH:18][C:17]([CH3:23])=[C:16]([C:11]2[N:12]=[C:13]([CH3:24])[N:14]=[C:9]([NH2:8])[N:10]=2)[CH:21]=1, predict the reactants needed to synthesize it. The reactants are: BrC1C=CC([NH:8][C:9]2[N:14]=[C:13](Cl)[N:12]=[C:11]([C:16]3[CH:21]=[C:20]([Cl:22])[CH:19]=[CH:18][C:17]=3[CH3:23])[N:10]=2)=CC=1.[CH3:24][Mg]Br. (4) Given the product [CH2:23]([C:22]1[N:1]([C:4]2[CH:5]=[C:6]([Cl:18])[C:7]([NH:10][C:11]3[CH:12]=[CH:13][C:14]([Cl:17])=[CH:15][CH:16]=3)=[N:8][CH:9]=2)[N:2]=[N:3][C:21]=1[Si:20]([CH3:28])([CH3:27])[CH3:19])[CH2:24][CH2:25][CH3:26], predict the reactants needed to synthesize it. The reactants are: [N:1]([C:4]1[CH:5]=[C:6]([Cl:18])[C:7]([NH:10][C:11]2[CH:16]=[CH:15][C:14]([Cl:17])=[CH:13][CH:12]=2)=[N:8][CH:9]=1)=[N+:2]=[N-:3].[CH3:19][Si:20]([CH3:28])([CH3:27])[C:21]#[C:22][CH2:23][CH2:24][CH2:25][CH3:26]. (5) The reactants are: [CH:1]1([NH:4][C:5]([C:7]2[S:19][C:10]3=[N:11][C:12]([O:17]C)=[C:13]([Cl:16])[C:14]([CH3:15])=[C:9]3[C:8]=2[NH2:20])=[O:6])[CH2:3][CH2:2]1.C[S-].[Na+]. Given the product [CH:1]1([NH:4][C:5]([C:7]2[S:19][C:10]3=[N:11][C:12]([OH:17])=[C:13]([Cl:16])[C:14]([CH3:15])=[C:9]3[C:8]=2[NH2:20])=[O:6])[CH2:3][CH2:2]1, predict the reactants needed to synthesize it. (6) Given the product [CH:4](=[N:5][CH2:6][CH2:7][N:8]=[CH:9][C:10]1[C:11](=[CH:13][CH:14]=[CH:15][CH:16]=1)[OH:12])[C:3]1[C:17](=[CH:19][CH:20]=[CH:1][CH:2]=1)[OH:18], predict the reactants needed to synthesize it. The reactants are: [CH:1]1[CH:20]=[CH:19][C:17](=[O:18])/[C:3](=[CH:4]\[NH:5][CH2:6][CH2:7][NH:8]/[CH:9]=[C:10]2\[C:11]([CH:13]=[CH:14][CH:15]=[CH:16]\2)=[O:12])/[CH:2]=1.N#N.C(=O)=O. (7) Given the product [CH2:20]([O:22][C:23](=[O:26])[CH2:24][O:1][C:2]1[CH:3]=[C:4]([CH:5]=[O:6])[CH:7]=[CH:8][C:9]=1[N+:10]([O-:12])=[O:11])[CH3:21], predict the reactants needed to synthesize it. The reactants are: [OH:1][C:2]1[CH:3]=[C:4]([CH:7]=[CH:8][C:9]=1[N+:10]([O-:12])=[O:11])[CH:5]=[O:6].C(=O)([O-])[O-].[K+].[K+].O.[CH2:20]([O:22][C:23](=[O:26])[CH2:24]Cl)[CH3:21]. (8) Given the product [CH2:24]([N:34]1[CH2:35][CH2:36][N:37]([C:40]2[C:41]([F:49])=[CH:42][C:43]([OH:47])=[C:44]([F:46])[CH:45]=2)[CH2:38][CH2:39]1)[CH2:25][CH2:26][CH2:27][CH2:28][CH2:29][CH2:30][CH2:31][CH2:32][CH3:33], predict the reactants needed to synthesize it. The reactants are: COC1C=CC(N2CCN(CCC3C=CC=CC=3)CC2)=CC=1C.[CH2:24]([N:34]1[CH2:39][CH2:38][N:37]([C:40]2[CH:45]=[C:44]([F:46])[C:43]([O:47]C)=[CH:42][C:41]=2[F:49])[CH2:36][CH2:35]1)[CH2:25][CH2:26][CH2:27][CH2:28][CH2:29][CH2:30][CH2:31][CH2:32][CH3:33]. (9) Given the product [C:22]([O:30][CH2:31][C@@H:32]1[C:36]([O:38][C:39](=[O:41])[CH3:40])([CH3:37])[C@:35]([F:43])([CH3:42])[CH:34]([N:1]2[CH:9]=[C:7]([CH3:8])[C:5](=[O:6])[NH:4][C:2]2=[O:3])[O:33]1)(=[O:29])[CH3:23], predict the reactants needed to synthesize it. The reactants are: [NH:1]1[CH:9]=[C:7]([CH3:8])[C:5](=[O:6])[NH:4][C:2]1=[O:3].C/C(/O[Si](C)(C)C)=N\[Si](C)(C)C.[C:22]([O:30][CH2:31][C@@H:32]1[C:36]([O:38][C:39](=[O:41])[CH3:40])([CH3:37])[C@:35]([F:43])([CH3:42])[CH:34](OC(=O)C)[O:33]1)(=[O:29])[C:23]1C=CC=CC=1.Cl[Sn](Cl)(Cl)Cl.C(=O)(O)[O-].[Na+]. (10) Given the product [C:11]([N:7]1[C:8]2[C:4](=[CH:3][C:2]([C:28]#[N:29])=[CH:10][CH:9]=2)[CH2:5][CH2:6]1)(=[O:13])[CH3:12], predict the reactants needed to synthesize it. The reactants are: N[C:2]1[CH:3]=[C:4]2[C:8](=[CH:9][CH:10]=1)[N:7]([C:11](=[O:13])[CH3:12])[CH2:6][CH2:5]2.N([O-])=O.[Na+].C(=O)([O-])[O-].[Na+].[Na+].[C-]#N.[Na+].[Cu](C#N)[C:28]#[N:29].